From a dataset of Full USPTO retrosynthesis dataset with 1.9M reactions from patents (1976-2016). Predict the reactants needed to synthesize the given product. (1) Given the product [OH:8][C:9]1[C:14]2[O:15][C@H:16]3[C:25](=[O:26])[CH2:24][CH2:23][C@:22]4([O:30][CH3:31])[C@@:17]53[CH2:18][CH2:19][N:20]([CH3:33])[C@@H:21]4[CH2:32][C:12]([C:13]=25)=[CH:11][CH:10]=1, predict the reactants needed to synthesize it. The reactants are: C([O:8][C:9]1[C:14]2[O:15][C@H:16]3[C:25]4(OCC[O:26]4)[CH2:24][CH2:23][C@:22]4([O:30][CH3:31])[C@@:17]53[CH2:18][CH2:19][N:20]([CH3:33])[C@@H:21]4[CH2:32][C:12]([C:13]=25)=[CH:11][CH:10]=1)C1C=CC=CC=1.Cl.N. (2) The reactants are: O.[CH3:2][O:3][C:4]1[CH:9]=[CH:8][N+:7]([O-])=[CH:6][CH:5]=1.C[Si]([C:15]#[N:16])(C)C.CN(C)C(Cl)=O.C(=O)([O-])[O-].[K+].[K+]. Given the product [CH3:2][O:3][C:4]1[CH:9]=[CH:8][N:7]=[C:6]([C:15]#[N:16])[CH:5]=1, predict the reactants needed to synthesize it. (3) Given the product [CH3:1][O:2][CH2:3][CH2:4][O:5][CH2:6][C:7]1[CH:16]=[C:15]2[C:10]([CH:11]=[CH:12][C:13]([CH:17]=[O:18])=[CH:14]2)=[CH:9][CH:8]=1, predict the reactants needed to synthesize it. The reactants are: [CH3:1][O:2][CH2:3][CH2:4][O:5][CH2:6][C:7]1[CH:16]=[C:15]2[C:10]([CH:11]=[CH:12][C:13]([CH2:17][OH:18])=[CH:14]2)=[CH:9][CH:8]=1. (4) Given the product [Br:1][C:2]1[CH:7]=[C:6]([OH:8])[CH:5]=[C:4]([NH:18][C:19]2[CH:20]=[N:21][CH:22]=[CH:23][CH:24]=2)[CH:3]=1, predict the reactants needed to synthesize it. The reactants are: [Br:1][C:2]1[CH:3]=[C:4]([NH:18][C:19]2[CH:20]=[N:21][CH:22]=[CH:23][CH:24]=2)[CH:5]=[C:6]([O:8]CC2C=CC(OC)=CC=2)[CH:7]=1.C1(SC)C=CC=CC=1.FC(F)(F)C(O)=O. (5) The reactants are: [Cl:1][C:2]1[CH:3]=[CH:4][C:5]([C:41]#[N:42])=[C:6]([C:8]2[C:13]([O:14][CH3:15])=[CH:12][N:11]([CH:16]([CH2:33][CH:34]3[CH2:39][CH2:38][CH2:37][O:36][CH2:35]3)[C:17]([NH:19][C:20]3[CH:32]=[CH:31][C:23]([C:24]([O:26]C(C)(C)C)=[O:25])=[CH:22][CH:21]=3)=[O:18])[C:10](=[O:40])[CH:9]=2)[CH:7]=1.C(O)(C(F)(F)F)=O. Given the product [Cl:1][C:2]1[CH:3]=[CH:4][C:5]([C:41]#[N:42])=[C:6]([C:8]2[C:13]([O:14][CH3:15])=[CH:12][N:11]([CH:16]([CH2:33][CH:34]3[CH2:39][CH2:38][CH2:37][O:36][CH2:35]3)[C:17]([NH:19][C:20]3[CH:32]=[CH:31][C:23]([C:24]([OH:26])=[O:25])=[CH:22][CH:21]=3)=[O:18])[C:10](=[O:40])[CH:9]=2)[CH:7]=1, predict the reactants needed to synthesize it. (6) Given the product [C:66]([N:49]([C:44]1[CH:43]=[CH:42][C:41]([Cl:62])=[CH:46][CH:45]=1)[C@H:5]1[C:14]2[C:9](=[CH:10][CH:11]=[CH:12][CH:13]=2)[N:8]([C:15]([C:17]2[CH:32]=[CH:31][C:20]([O:21][CH:22]3[CH2:27][CH2:26][CH:25]([C:28]([NH2:63])=[O:29])[CH2:24][CH2:23]3)=[CH:19][CH:18]=2)=[O:16])[C@@H:7]([CH3:33])[CH2:6]1)(=[O:67])[CH3:65], predict the reactants needed to synthesize it. The reactants are: C(N(C1C=CC(Cl)=CC=1)[C@H:5]1[C:14]2[C:9](=[CH:10][CH:11]=[CH:12][CH:13]=2)[N:8]([C:15]([C:17]2[CH:32]=[CH:31][C:20]([O:21][CH:22]3[CH2:27][CH2:26][CH:25]([C:28](O)=[O:29])[CH2:24][CH2:23]3)=[CH:19][CH:18]=2)=[O:16])[C@@H:7]([CH3:33])[CH2:6]1)(=O)C.[CH:41]1[CH:42]=[CH:43][C:44]2[N:49](O)N=N[C:45]=2[CH:46]=1.CCN=C=NCCCN(C)C.[Cl-:62].[NH4+:63].C1C[O:67][CH2:66][CH2:65]1. (7) Given the product [O:17]=[C:3]1[N:4]([CH:9]([C:11]2[CH:16]=[CH:15][CH:14]=[CH:13][CH:12]=2)[CH3:10])[N:5]=[CH:6][C:7]([C:24]2[CH:25]=[C:20]([CH:21]=[CH:22][CH:23]=2)[C:18]#[N:19])=[C:2]1[C:13]1[CH:12]=[C:11]([CH:16]=[CH:15][CH:14]=1)[C:9]#[N:4].[O:17]=[C:3]1[N:4]([CH:9]([C:11]2[CH:16]=[CH:15][CH:14]=[CH:13][CH:12]=2)[CH3:10])[N:5]=[CH:6][C:7]([C:25]2[CH:24]=[CH:23][CH:22]=[CH:21][C:20]=2[C:18]#[N:19])=[C:2]1[C:12]1[CH:13]=[CH:14][CH:15]=[CH:16][C:11]=1[C:9]#[N:4], predict the reactants needed to synthesize it. The reactants are: Cl[C:2]1[C:3](=[O:17])[N:4]([CH:9]([C:11]2[CH:16]=[CH:15][CH:14]=[CH:13][CH:12]=2)[CH3:10])[N:5]=[CH:6][C:7]=1Cl.[C:18]([C:20]1[CH:21]=[C:22](B(O)O)[CH:23]=[CH:24][CH:25]=1)#[N:19].